This data is from Forward reaction prediction with 1.9M reactions from USPTO patents (1976-2016). The task is: Predict the product of the given reaction. (1) Given the reactants [CH2:1]([N:3]1[C:15]2[CH:14]=[CH:13][C:12]([C:16]3[NH:20][C:19]4[CH:21]=[CH:22][C:23]([C:25]([O:27]C)=[O:26])=[CH:24][C:18]=4[N:17]=3)=[CH:11][C:10]=2[C:9]2[C:4]1=[CH:5][CH:6]=[CH:7][CH:8]=2)[CH3:2].[O:29]1[CH2:31][C@@H:30]1[CH2:32][OH:33], predict the reaction product. The product is: [OH:29][C@H:30]([CH2:32][OH:33])[CH2:31][N:20]1[C:19]2[CH:21]=[CH:22][C:23]([C:25]([OH:27])=[O:26])=[CH:24][C:18]=2[N:17]=[C:16]1[C:12]1[CH:13]=[CH:14][C:15]2[N:3]([CH2:1][CH3:2])[C:4]3[C:9]([C:10]=2[CH:11]=1)=[CH:8][CH:7]=[CH:6][CH:5]=3. (2) Given the reactants [CH2:1]([O:8][C:9]([N:11]1[CH2:15][CH2:14][CH2:13][C@H:12]1C(O)=O)=[O:10])[C:2]1[CH:7]=[CH:6][CH:5]=[CH:4][CH:3]=1.[C:19](OC1C(OC(=O)C)=C(I=O)C=CC=1)(=[O:21])C.II.CO, predict the reaction product. The product is: [CH2:1]([O:8][C:9]([N:11]1[CH2:15][CH2:14][CH2:13][CH:12]1[O:21][CH3:19])=[O:10])[C:2]1[CH:3]=[CH:4][CH:5]=[CH:6][CH:7]=1.